Predict the reactants needed to synthesize the given product. From a dataset of Full USPTO retrosynthesis dataset with 1.9M reactions from patents (1976-2016). Given the product [Br:16][CH2:13][C:9]1[CH:8]=[C:7]([CH:12]=[CH:11][CH:10]=1)[O:6][Si:5]([C:1]([CH3:4])([CH3:3])[CH3:2])([CH3:15])[CH3:14], predict the reactants needed to synthesize it. The reactants are: [C:1]([Si:5]([CH3:15])([CH3:14])[O:6][C:7]1[CH:8]=[C:9]([CH3:13])[CH:10]=[CH:11][CH:12]=1)([CH3:4])([CH3:3])[CH3:2].[Br:16]N1C(=O)CCC1=O.